From a dataset of Experimentally validated miRNA-target interactions with 360,000+ pairs, plus equal number of negative samples. Binary Classification. Given a miRNA mature sequence and a target amino acid sequence, predict their likelihood of interaction. The miRNA is hsa-miR-3937 with sequence ACAGGCGGCUGUAGCAAUGGGGG. The protein sequence of the target gene is MRPAPIALWLRLVLALALVRPRAVGWAPVRAPIYVSSWAVQVSQGNREVERLARKFGFVNLGPIFPDGQYFHLRHRGVVQQSLTPHWGHRLHLKKNPKVQWFQQQTLQRRVKRSVVVPTDPWFSKQWYMNSEAQPDLSILQAWSQGLSGQGIVVSVLDDGIEKDHPDLWANYDPLASYDFNDYDPDPQPRYTPSKENRHGTRCAGEVAAMANNGFCGVGVAFNARIGGVRMLDGTITDVIEAQSLSLQPQHIHIYSASWGPEDDGRTVDGPGILTREAFRRGVTKGRGGLGTLFIWASGN.... Result: 1 (interaction).